This data is from Catalyst prediction with 721,799 reactions and 888 catalyst types from USPTO. The task is: Predict which catalyst facilitates the given reaction. (1) Reactant: C1CCN2C(=NCCC2)CC1.Cl.[NH:13]1[CH2:18][CH2:17][CH:16]([C:19]2[CH:23]=[C:22]([NH2:24])[NH:21][N:20]=2)[CH2:15][CH2:14]1.[Cl:25][C:26]1[N:27]=[N:28][C:29](Cl)=[CH:30][CH:31]=1.O. Product: [Cl:25][C:26]1[N:27]=[N:28][C:29]([N:13]2[CH2:14][CH2:15][CH:16]([C:19]3[CH:23]=[C:22]([NH2:24])[NH:21][N:20]=3)[CH2:17][CH2:18]2)=[CH:30][CH:31]=1. The catalyst class is: 16. (2) The catalyst class is: 28. Product: [Cl:7][CH:8]([CH:2]=[O:4])[C:9]([O:11][CH2:12][C:13]1[CH:18]=[CH:17][CH:16]=[CH:15][CH:14]=1)=[O:10]. Reactant: C[C:2](C)([O-:4])C.[K+].[Cl:7][CH2:8][C:9]([O:11][CH2:12][C:13]1[CH:18]=[CH:17][CH:16]=[CH:15][CH:14]=1)=[O:10].C(OCC)=O. (3) Reactant: [Br:1][C:2]1[C:3]([C@@H:8]([NH:19][C:20](=[O:26])[O:21]C(C)(C)C)[C:9]2[CH:14]=[CH:13][C:12]([C:15]([F:18])([F:17])[F:16])=[CH:11][CH:10]=2)=[N:4][CH:5]=[CH:6][CH:7]=1.CCN(C(C)C)C(C)C.ClC(O[CH2:40][C:41]1[CH:46]=[CH:45][CH:44]=[CH:43][CH:42]=1)=O. Product: [Br:1][C:2]1[C:3]([C@@H:8]([NH:19][C:20](=[O:26])[O:21][CH2:40][C:41]2[CH:46]=[CH:45][CH:44]=[CH:43][CH:42]=2)[C:9]2[CH:10]=[CH:11][C:12]([C:15]([F:16])([F:18])[F:17])=[CH:13][CH:14]=2)=[N:4][CH:5]=[CH:6][CH:7]=1. The catalyst class is: 2. (4) Reactant: [NH:1]1[C:5]2=[N:6][CH:7]=[C:8]([O:10][C:11]3[CH:31]=[C:30]([N:32]4[CH2:37][CH2:36][N:35]([CH2:38][C:39]5[CH2:44][CH2:43][C:42]([CH3:46])([CH3:45])[CH2:41][C:40]=5[C:47]5[CH:52]=[CH:51][C:50]([Cl:53])=[CH:49][CH:48]=5)[CH2:34][CH2:33]4)[CH:29]=[CH:28][C:12]=3[C:13]([NH:15][S:16]([C:19]3[CH:24]=[CH:23][C:22]([NH2:25])=[C:21]([C:26]#[N:27])[CH:20]=3)(=[O:18])=[O:17])=[O:14])[CH:9]=[C:4]2[CH:3]=[CH:2]1.[O:54]1CCCC1.OO.[OH-].[Na+]. Product: [NH:1]1[C:5]2=[N:6][CH:7]=[C:8]([O:10][C:11]3[CH:31]=[C:30]([N:32]4[CH2:33][CH2:34][N:35]([CH2:38][C:39]5[CH2:44][CH2:43][C:42]([CH3:46])([CH3:45])[CH2:41][C:40]=5[C:47]5[CH:48]=[CH:49][C:50]([Cl:53])=[CH:51][CH:52]=5)[CH2:36][CH2:37]4)[CH:29]=[CH:28][C:12]=3[C:13]([NH:15][S:16]([C:19]3[CH:24]=[CH:23][C:22]([NH2:25])=[C:21]([C:26](=[O:54])[NH2:27])[CH:20]=3)(=[O:17])=[O:18])=[O:14])[CH:9]=[C:4]2[CH:3]=[CH:2]1. The catalyst class is: 8.